Dataset: Forward reaction prediction with 1.9M reactions from USPTO patents (1976-2016). Task: Predict the product of the given reaction. (1) Given the reactants [Cl:1][C:2]1[CH:3]=[C:4]([NH:10][C:11]2[N:19]=[CH:18][CH:17]=[CH:16][C:12]=2[C:13]([OH:15])=O)[CH:5]=[C:6]([O:8][CH3:9])[CH:7]=1.Cl.[NH2:21][C:22]([CH3:27])([CH2:25][CH3:26])[C:23]#[CH:24].C1C=CC2N(O)N=NC=2C=1.CCN=C=NCCCN(C)C.CCN(C(C)C)C(C)C, predict the reaction product. The product is: [Cl:1][C:2]1[CH:3]=[C:4]([NH:10][C:11]2[N:19]=[CH:18][CH:17]=[CH:16][C:12]=2[C:13]([NH:21][C:22]([CH3:27])([CH2:25][CH3:26])[C:23]#[CH:24])=[O:15])[CH:5]=[C:6]([O:8][CH3:9])[CH:7]=1. (2) Given the reactants ClC1C(C(F)(F)F)=CC(N2CC(COC3C(C4CC4)=CC(C(OC)=O)=C(F)C=3)(C)C2)=NC=1.[CH:33]1([C:36]2[C:37]([CH2:47][N:48]3[CH2:53][C@@H:52]4[CH2:54][C@H:49]3[CH2:50][N:51]4[S:55]([C:58]3[CH:63]=[C:62]([Cl:64])[CH:61]=[C:60]([Cl:65])[CH:59]=3)(=[O:57])=[O:56])=[CH:38][C:39]([F:46])=[C:40]([CH:45]=2)[C:41]([O:43]C)=[O:42])[CH2:35][CH2:34]1, predict the reaction product. The product is: [CH:33]1([C:36]2[C:37]([CH2:47][N:48]3[CH2:53][C@@H:52]4[CH2:54][C@H:49]3[CH2:50][N:51]4[S:55]([C:58]3[CH:59]=[C:60]([Cl:65])[CH:61]=[C:62]([Cl:64])[CH:63]=3)(=[O:57])=[O:56])=[CH:38][C:39]([F:46])=[C:40]([CH:45]=2)[C:41]([OH:43])=[O:42])[CH2:35][CH2:34]1. (3) Given the reactants C(OC(=O)CN1C(=O)/C(=C/C2OC(C3C=CC=C([Sn](CCCC)(CCCC)CCCC)C=3)=CC=2)/NC1=S)C.[CH:39]([C:41]1[O:45][C:44](B(O)O)=[CH:43][CH:42]=1)=[O:40].[Br:49][C:50]1[CH:51]=[C:52](I)[CH:53]=[CH:54][CH:55]=1.C(=O)([O-])[O-].[Na+].[Na+], predict the reaction product. The product is: [Br:49][C:50]1[CH:55]=[C:54]([C:44]2[O:45][C:41]([CH:39]=[O:40])=[CH:42][CH:43]=2)[CH:53]=[CH:52][CH:51]=1. (4) The product is: [CH3:26][N:27]1[CH2:32][CH2:31][N:30]([CH2:33][C:34]2[CH:39]=[CH:38][C:37]([NH:40][C:23]([C:20]3[CH:21]=[CH:22][C:17]([C:3]4[CH:4]=[C:5]([NH:8][C:9]([CH:11]5[CH2:16][CH2:15][CH2:14][CH2:13][CH2:12]5)=[O:10])[CH:6]=[CH:7][C:2]=4[Cl:1])=[CH:18][CH:19]=3)=[O:25])=[CH:36][CH:35]=2)[CH2:29][CH2:28]1. Given the reactants [Cl:1][C:2]1[CH:7]=[CH:6][C:5]([NH:8][C:9]([CH:11]2[CH2:16][CH2:15][CH2:14][CH2:13][CH2:12]2)=[O:10])=[CH:4][C:3]=1[C:17]1[CH:22]=[CH:21][C:20]([C:23]([OH:25])=O)=[CH:19][CH:18]=1.[CH3:26][N:27]1[CH2:32][CH2:31][N:30]([CH2:33][C:34]2[CH:39]=[CH:38][C:37]([NH2:40])=[CH:36][CH:35]=2)[CH2:29][CH2:28]1.CN(C(ON1N=NC2C=CC=CC1=2)=[N+](C)C)C.F[P-](F)(F)(F)(F)F.C(N(CC)CC)C, predict the reaction product. (5) Given the reactants [F:1][C:2]1([F:19])[CH2:5][CH:4]([NH:6][C:7]2[N:15]=[CH:14][C:13]([CH:16]([F:18])[F:17])=[CH:12][C:8]=2[C:9]([OH:11])=O)[CH2:3]1.[CH3:20][C:21]([NH2:25])([C:23]#[CH:24])[CH3:22].C1C=CC2N(O)N=NC=2C=1.CCN=C=NCCCN(C)C.CCN(C(C)C)C(C)C, predict the reaction product. The product is: [F:19][C:2]1([F:1])[CH2:3][CH:4]([NH:6][C:7]2[N:15]=[CH:14][C:13]([CH:16]([F:18])[F:17])=[CH:12][C:8]=2[C:9]([NH:25][C:21]([CH3:22])([C:23]#[CH:24])[CH3:20])=[O:11])[CH2:5]1.